This data is from NCI-60 drug combinations with 297,098 pairs across 59 cell lines. The task is: Regression. Given two drug SMILES strings and cell line genomic features, predict the synergy score measuring deviation from expected non-interaction effect. (1) Drug 2: CC1=C2C(C(=O)C3(C(CC4C(C3C(C(C2(C)C)(CC1OC(=O)C(C(C5=CC=CC=C5)NC(=O)OC(C)(C)C)O)O)OC(=O)C6=CC=CC=C6)(CO4)OC(=O)C)O)C)O. Synergy scores: CSS=39.7, Synergy_ZIP=6.38, Synergy_Bliss=12.1, Synergy_Loewe=10.2, Synergy_HSA=11.7. Cell line: HOP-62. Drug 1: COC1=C(C=C2C(=C1)N=CN=C2NC3=CC(=C(C=C3)F)Cl)OCCCN4CCOCC4. (2) Drug 1: CC1=CC2C(CCC3(C2CCC3(C(=O)C)OC(=O)C)C)C4(C1=CC(=O)CC4)C. Drug 2: COC1=NC(=NC2=C1N=CN2C3C(C(C(O3)CO)O)O)N. Cell line: EKVX. Synergy scores: CSS=-5.09, Synergy_ZIP=1.74, Synergy_Bliss=1.08, Synergy_Loewe=-7.39, Synergy_HSA=-6.24. (3) Drug 2: N.N.Cl[Pt+2]Cl. Drug 1: CNC(=O)C1=CC=CC=C1SC2=CC3=C(C=C2)C(=NN3)C=CC4=CC=CC=N4. Cell line: HT29. Synergy scores: CSS=3.58, Synergy_ZIP=0.510, Synergy_Bliss=3.32, Synergy_Loewe=0.595, Synergy_HSA=0.752. (4) Drug 1: CC1=C(C=C(C=C1)NC2=NC=CC(=N2)N(C)C3=CC4=NN(C(=C4C=C3)C)C)S(=O)(=O)N.Cl. Drug 2: CN1CCC(CC1)COC2=C(C=C3C(=C2)N=CN=C3NC4=C(C=C(C=C4)Br)F)OC. Cell line: PC-3. Synergy scores: CSS=4.83, Synergy_ZIP=-2.96, Synergy_Bliss=-1.75, Synergy_Loewe=-9.44, Synergy_HSA=-1.10. (5) Drug 1: CN(CC1=CN=C2C(=N1)C(=NC(=N2)N)N)C3=CC=C(C=C3)C(=O)NC(CCC(=O)O)C(=O)O. Drug 2: CC(C)(C#N)C1=CC=C(C=C1)N2C3=C4C=C(C=CC4=NC=C3N(C2=O)C)C5=CC6=CC=CC=C6N=C5. Cell line: T-47D. Synergy scores: CSS=51.0, Synergy_ZIP=-1.60, Synergy_Bliss=-3.23, Synergy_Loewe=-6.24, Synergy_HSA=1.78. (6) Drug 1: C1CCC(C1)C(CC#N)N2C=C(C=N2)C3=C4C=CNC4=NC=N3. Drug 2: CC12CCC3C(C1CCC2O)C(CC4=C3C=CC(=C4)O)CCCCCCCCCS(=O)CCCC(C(F)(F)F)(F)F. Cell line: NCI-H460. Synergy scores: CSS=-8.44, Synergy_ZIP=0.0275, Synergy_Bliss=-8.61, Synergy_Loewe=-9.71, Synergy_HSA=-9.43.